From a dataset of Full USPTO retrosynthesis dataset with 1.9M reactions from patents (1976-2016). Predict the reactants needed to synthesize the given product. (1) Given the product [CH3:34][O:33][C:31]([CH2:30][N:5]1[C:6]2[C:11](=[CH:10][CH:9]=[CH:8][CH:7]=2)[CH2:12][CH:13]([CH2:14][N:15]2[CH2:16][CH2:17][C:18]3([C:28]4[C:23](=[CH:24][CH:25]=[CH:26][CH:27]=4)[CH2:22][CH2:21]3)[CH2:19][CH2:20]2)[C:4]1=[O:3])=[O:32], predict the reactants needed to synthesize it. The reactants are: [H-].[Na+].[O:3]=[C:4]1[CH:13]([CH2:14][N:15]2[CH2:20][CH2:19][C:18]3([C:28]4[C:23](=[CH:24][CH:25]=[CH:26][CH:27]=4)[CH2:22][CH2:21]3)[CH2:17][CH2:16]2)[CH2:12][C:11]2[C:6](=[CH:7][CH:8]=[CH:9][CH:10]=2)[NH:5]1.Br[CH2:30][C:31]([O:33][CH3:34])=[O:32]. (2) Given the product [NH3:11].[OH:8][C@H:9]([C:45]1[CH:50]=[CH:49][C:48]([OH:51])=[C:47]([NH:52][S:53]([CH3:56])(=[O:54])=[O:55])[CH:46]=1)[CH2:10][NH:11][CH2:12][CH2:13][CH2:14][CH2:15][CH2:16][CH2:17][CH2:18][CH2:19][CH2:20][N:21]1[CH2:26][CH2:25][CH:24]([N:27]([C:31]2[CH:36]=[CH:35][CH:34]=[CH:33][C:32]=2[C:37]2[CH:42]=[CH:41][C:40]([OH:43])=[C:39]([Cl:44])[CH:38]=2)[C:28](=[O:29])[O-:30])[CH2:23][CH2:22]1, predict the reactants needed to synthesize it. The reactants are: [Si]([O:8][C@H:9]([C:45]1[CH:50]=[CH:49][C:48]([OH:51])=[C:47]([NH:52][S:53]([CH3:56])(=[O:55])=[O:54])[CH:46]=1)[CH2:10][NH:11][CH2:12][CH2:13][CH2:14][CH2:15][CH2:16][CH2:17][CH2:18][CH2:19][CH2:20][N:21]1[CH2:26][CH2:25][CH:24]([N:27]([C:31]2[CH:36]=[CH:35][CH:34]=[CH:33][C:32]=2[C:37]2[CH:42]=[CH:41][C:40]([OH:43])=[C:39]([Cl:44])[CH:38]=2)[C:28](=[O:30])[O-:29])[CH2:23][CH2:22]1)(C(C)(C)C)(C)C.CCN(CC)CC.F.F.F. (3) Given the product [Br:30][C:15]1[C:14]2[C:18](=[CH:19][C:8]([C:3]3[CH:4]=[CH:5][CH:6]=[CH:7][C:2]=3[Cl:1])=[C:9]3[C:13]=2[C:12](=[O:21])[NH:11][C:10]3=[O:22])[N:17]([CH3:20])[CH:16]=1, predict the reactants needed to synthesize it. The reactants are: [Cl:1][C:2]1[CH:7]=[CH:6][CH:5]=[CH:4][C:3]=1[C:8]1[CH:19]=[C:18]2[C:14]([CH:15]=[CH:16][N:17]2[CH3:20])=[C:13]2[C:9]=1[C:10](=[O:22])[NH:11][C:12]2=[O:21].C1C(=O)N([Br:30])C(=O)C1.C(OCC)(=O)C. (4) The reactants are: [OH:1]O.[Cl:3][C:4]1[N:9]=[C:8]2[NH:10][N:11]=[C:12]([S:13][CH3:14])[C:7]2=[C:6]([NH:15][CH:16]2[CH2:18][CH2:17]2)[N:5]=1.O. Given the product [Cl:3][C:4]1[N:9]=[C:8]2[NH:10][N:11]=[C:12]([S:13]([CH3:14])=[O:1])[C:7]2=[C:6]([NH:15][CH:16]2[CH2:17][CH2:18]2)[N:5]=1, predict the reactants needed to synthesize it.